This data is from Full USPTO retrosynthesis dataset with 1.9M reactions from patents (1976-2016). The task is: Predict the reactants needed to synthesize the given product. (1) Given the product [CH3:14][C@H:13]([CH2:6][CH2:7][CH3:8])[CH2:12][C:11]([N:16]1[C@H:20]([C:21]2[CH:22]=[CH:23][CH:24]=[CH:25][CH:26]=2)[CH2:19][O:18][C:17]1=[O:27])=[O:15], predict the reactants needed to synthesize it. The reactants are: CCOCC.[CH2:6]([Mg]Cl)[CH2:7][CH3:8].[C:11]([N:16]1[C@H:20]([C:21]2[CH:26]=[CH:25][CH:24]=[CH:23][CH:22]=2)[CH2:19][O:18][C:17]1=[O:27])(=[O:15])[CH:12]=[CH:13][CH3:14]. (2) Given the product [NH2:1][C:2]1[N:7]=[C:6]([N:8]2[CH2:20][CH2:19][C:11]3([CH2:15][NH:14][C@H:13]([C:16]([OH:18])=[O:17])[CH2:12]3)[CH2:10][CH2:9]2)[CH:5]=[C:4]([O:21][C@H:22]([C:27]2[CH:32]=[C:31]([C:33]([OH:35])=[O:34])[CH:30]=[CH:29][C:28]=2[N:38]2[CH:42]=[CH:41][C:40]([CH3:43])=[N:39]2)[C:23]([F:26])([F:25])[F:24])[N:3]=1, predict the reactants needed to synthesize it. The reactants are: [NH2:1][C:2]1[N:7]=[C:6]([N:8]2[CH2:20][CH2:19][C:11]3([CH2:15][NH:14][C@H:13]([C:16]([OH:18])=[O:17])[CH2:12]3)[CH2:10][CH2:9]2)[CH:5]=[C:4]([O:21][C@H:22]([C:27]2[CH:32]=[C:31]([C:33]([O:35]CC)=[O:34])[CH:30]=[CH:29][C:28]=2[N:38]2[CH:42]=[CH:41][C:40]([CH3:43])=[N:39]2)[C:23]([F:26])([F:25])[F:24])[N:3]=1.[Li+].[OH-]. (3) Given the product [F:34][C:31]1[CH:32]=[CH:33][C:28]([CH:18]([CH:19]2[CH2:24][CH2:23][N:22]([CH:25]([CH3:27])[CH3:26])[CH2:21][CH2:20]2)[CH2:17][N:14]2[CH2:13][CH2:12][N:11]([CH2:9][CH2:8][CH2:7][C:2]3[CH:3]=[CH:4][CH:5]=[CH:6][C:1]=3[C:36]3[CH:41]=[CH:40][CH:39]=[CH:38][CH:37]=3)[CH2:16][CH2:15]2)=[CH:29][CH:30]=1, predict the reactants needed to synthesize it. The reactants are: [C:1]1([C:36]2[CH:41]=[CH:40][CH:39]=[CH:38][CH:37]=2)[CH:6]=[CH:5][CH:4]=[CH:3][C:2]=1[CH2:7][CH2:8][C:9]([N:11]1[CH2:16][CH2:15][N:14]([C:17](=O)[CH:18]([C:28]2[CH:33]=[CH:32][C:31]([F:34])=[CH:30][CH:29]=2)[CH:19]2[CH2:24][CH2:23][N:22]([CH:25]([CH3:27])[CH3:26])[CH2:21][CH2:20]2)[CH2:13][CH2:12]1)=O.[H-].[Al+3].[Li+].[H-].[H-].[H-].N. (4) Given the product [CH:1]1([C:4]2[N:5]=[CH:6][C:7]([NH2:10])=[CH:8][CH:9]=2)[CH2:3][CH2:2]1, predict the reactants needed to synthesize it. The reactants are: [CH:1]1([C:4]2[CH:9]=[CH:8][C:7]([N+:10]([O-])=O)=[CH:6][N:5]=2)[CH2:3][CH2:2]1.[H][H]. (5) The reactants are: [OH-].[Na+].C(O)C.[F:6][C:7]1[CH:32]=[CH:31][C:10]([NH:11][C:12]2[CH:21]=[C:20]([CH2:22][CH2:23][CH2:24][C:25]3[CH:30]=[CH:29][CH:28]=[CH:27][CH:26]=3)[CH:19]=[CH:18][C:13]=2[C:14]([O:16]C)=[O:15])=[CH:9][CH:8]=1.Cl. Given the product [F:6][C:7]1[CH:32]=[CH:31][C:10]([NH:11][C:12]2[CH:21]=[C:20]([CH2:22][CH2:23][CH2:24][C:25]3[CH:26]=[CH:27][CH:28]=[CH:29][CH:30]=3)[CH:19]=[CH:18][C:13]=2[C:14]([OH:16])=[O:15])=[CH:9][CH:8]=1, predict the reactants needed to synthesize it. (6) Given the product [Cl:1][C:2]1[CH:3]=[C:4]([NH:5][C:18]2[C:27]3[C:22](=[CH:23][C:24]([F:31])=[C:25]([N+:28]([O-:30])=[O:29])[CH:26]=3)[N:21]=[CH:20][N:19]=2)[CH:6]=[CH:7][C:8]=1[O:9][CH2:10][C:11]1[CH:16]=[CH:15][CH:14]=[CH:13][N:12]=1, predict the reactants needed to synthesize it. The reactants are: [Cl:1][C:2]1[CH:3]=[C:4]([CH:6]=[CH:7][C:8]=1[O:9][CH2:10][C:11]1[CH:16]=[CH:15][CH:14]=[CH:13][N:12]=1)[NH2:5].Cl[C:18]1[C:27]2[C:22](=[CH:23][C:24]([F:31])=[C:25]([N+:28]([O-:30])=[O:29])[CH:26]=2)[N:21]=[CH:20][N:19]=1. (7) Given the product [CH3:1][CH:2]([CH2:6][CH2:7][C:8]([CH3:12])=[C:9]([CH3:11])[CH3:10])[CH2:3][CH2:4][OH:5], predict the reactants needed to synthesize it. The reactants are: [CH3:1][CH:2]([CH2:6][CH2:7][C:8]([CH3:12])=[C:9]([CH3:11])[CH3:10])[CH2:3][CH:4]=[O:5].C(O)(=O)C1C=CC=CC=1. (8) Given the product [CH:3]1[N:26]=[CH:29][N:30]2[CH:4]=[CH:5][C:6]([CH:9]3[CH2:10][CH2:11][N:12]([C:15]([O:17][C:18]([CH3:19])([CH3:20])[CH3:21])=[O:16])[CH2:13][CH2:14]3)=[CH:7][C:8]=12, predict the reactants needed to synthesize it. The reactants are: C([C:3]1[CH:8]=[CH:7][C:6]([CH:9]2[CH2:14][CH2:13][N:12]([C:15]([O:17][C:18]([CH3:21])([CH3:20])[CH3:19])=[O:16])[CH2:11][CH2:10]2)=[CH:5][CH:4]=1)#N.BrC1C=C[N:26]2[CH:29]=[N:30]C=C2C=1. (9) Given the product [Br:1][C:2]1[CH:3]=[C:4]([CH2:5][OH:6])[CH:8]=[C:9]([F:11])[CH:10]=1, predict the reactants needed to synthesize it. The reactants are: [Br:1][C:2]1[CH:3]=[C:4]([CH:8]=[C:9]([F:11])[CH:10]=1)[C:5](O)=[O:6].O1CCCC1.B.CO.